Task: Predict which catalyst facilitates the given reaction.. Dataset: Catalyst prediction with 721,799 reactions and 888 catalyst types from USPTO Reactant: [Cl:1][C:2]1[CH:7]=[CH:6][C:5]([N:8]2[C:16]([NH:17][CH:18]3[CH2:23][CH2:22][O:21][CH2:20][CH2:19]3)=[C:15]3[C:10]([CH:11]=[CH:12][CH:13]=[CH:14]3)=[N:9]2)=[CH:4][CH:3]=1.[CH:24]1([N:30]=[C:31]=[O:32])[CH2:29][CH2:28][CH2:27][CH2:26][CH2:25]1. Product: [Cl:1][C:2]1[CH:7]=[CH:6][C:5]([N:8]2[C:16]([N:17]([CH:18]3[CH2:23][CH2:22][O:21][CH2:20][CH2:19]3)[C:31]([NH:30][CH:24]3[CH2:29][CH2:28][CH2:27][CH2:26][CH2:25]3)=[O:32])=[C:15]3[C:10]([CH:11]=[CH:12][CH:13]=[CH:14]3)=[N:9]2)=[CH:4][CH:3]=1. The catalyst class is: 11.